Dataset: Reaction yield outcomes from USPTO patents with 853,638 reactions. Task: Predict the reaction yield, written as a fraction of the theoretical maximum amount of product (1.0 means a 100% yield; for example, 0.34 means a 34% yield). (1) The reactants are C([O:8][C@@H:9]1[C@@H:14]([O:15]CC2C=CC=CC=2)[C@@H:13]([O:23]CC2C=CC=CC=2)[C@@H:12]([CH2:31][O:32]CC2C=CC=CC=2)[O:11][C@:10]21[C:50]1[CH:49]=[C:48]3[C:44]([CH:45]=[CH:46][N:47]3[CH2:51][C:52]3[CH:57]=[CH:56][C:55]([CH2:58][CH3:59])=[CH:54][CH:53]=3)=[CH:43][C:42]=1[CH2:41][O:40]2)C1C=CC=CC=1. The catalyst is CO.C1COCC1.[Pd]. The product is [CH2:58]([C:55]1[CH:54]=[CH:53][C:52]([CH2:51][N:47]2[C:48]3[C:44](=[CH:43][C:42]4[CH2:41][O:40][C@@:10]5([C@H:9]([OH:8])[C@@H:14]([OH:15])[C@H:13]([OH:23])[C@@H:12]([CH2:31][OH:32])[O:11]5)[C:50]=4[CH:49]=3)[CH:45]=[CH:46]2)=[CH:57][CH:56]=1)[CH3:59]. The yield is 0.430. (2) The reactants are [Cl:1][C:2]1[C:7]([Cl:8])=[CH:6][CH:5]=[CH:4][C:3]=1[S:9](Cl)(=[O:11])=[O:10].[NH2:13][C:14]1[CH:15]=[C:16]([C:20]2[NH:24][N:23]=[N:22][N:21]=2)[CH:17]=[CH:18][CH:19]=1. No catalyst specified. The product is [Cl:1][C:2]1[C:7]([Cl:8])=[CH:6][CH:5]=[CH:4][C:3]=1[S:9]([NH:13][C:14]1[CH:19]=[CH:18][CH:17]=[C:16]([C:20]2[NH:24][N:23]=[N:22][N:21]=2)[CH:15]=1)(=[O:11])=[O:10]. The yield is 0.740. (3) The reactants are C([O:3][C:4](=[O:18])[C:5]([CH3:17])([S:7]([CH2:10][CH2:11][CH2:12][C:13]([F:16])([F:15])[F:14])(=[O:9])=[O:8])[CH3:6])C.C[Si](C)(C)[O-].[K+].Cl. The catalyst is C1COCC1. The product is [CH3:17][C:5]([S:7]([CH2:10][CH2:11][CH2:12][C:13]([F:15])([F:16])[F:14])(=[O:9])=[O:8])([CH3:6])[C:4]([OH:18])=[O:3]. The yield is 0.930. (4) The reactants are [F:1][C:2]([F:6])([F:5])[CH2:3][NH2:4].[Cl:7][CH2:8][CH2:9][N:10]=[C:11]=[O:12]. The catalyst is C1COCC1. The product is [Cl:7][CH2:8][CH2:9][NH:10][C:11]([NH:4][CH2:3][C:2]([F:6])([F:5])[F:1])=[O:12]. The yield is 0.940. (5) The reactants are Cl.[F:2][C:3]1([F:9])[CH2:8][CH2:7][NH:6][CH2:5][CH2:4]1.[OH-].[Na+].[N:12]([O-])=[O:13].[Na+].C(=O)([O-])O.[Na+]. The catalyst is O.C(O)(=O)C. The product is [F:2][C:3]1([F:9])[CH2:8][CH2:7][N:6]([N:12]=[O:13])[CH2:5][CH2:4]1. The yield is 0.990. (6) The yield is 0.850. The reactants are [CH3:1][O:2][C:3]1[CH:8]=[CH:7][C:6]([C:9]([O:11][CH3:12])=[O:10])=[CH:5][C:4]=1[OH:13].C(=O)([O-])[O-].[Cs+].[Cs+].CS(O[CH2:25][CH:26]1[CH2:31][CH2:30][N:29]([C:32]([O:34][C:35]([CH3:38])([CH3:37])[CH3:36])=[O:33])[CH2:28][CH2:27]1)(=O)=O.O. The product is [CH3:1][O:2][C:3]1[CH:8]=[CH:7][C:6]([C:9]([O:11][CH3:12])=[O:10])=[CH:5][C:4]=1[O:13][CH2:25][CH:26]1[CH2:31][CH2:30][N:29]([C:32]([O:34][C:35]([CH3:36])([CH3:38])[CH3:37])=[O:33])[CH2:28][CH2:27]1. The catalyst is CN(C=O)C.